Dataset: Peptide-MHC class I binding affinity with 185,985 pairs from IEDB/IMGT. Task: Regression. Given a peptide amino acid sequence and an MHC pseudo amino acid sequence, predict their binding affinity value. This is MHC class I binding data. (1) The peptide sequence is TPNNLNKIQL. The MHC is HLA-B07:02 with pseudo-sequence HLA-B07:02. The binding affinity (normalized) is 0.614. (2) The peptide sequence is SPKIDRGWV. The MHC is HLA-B18:01 with pseudo-sequence HLA-B18:01. The binding affinity (normalized) is 0.0847. (3) The peptide sequence is GESKSYCEL. The MHC is HLA-B44:03 with pseudo-sequence HLA-B44:03. The binding affinity (normalized) is 0.326.